This data is from Full USPTO retrosynthesis dataset with 1.9M reactions from patents (1976-2016). The task is: Predict the reactants needed to synthesize the given product. (1) Given the product [F:1][C:2]1[CH:30]=[CH:29][C:5]2[N:6]=[C:7]([NH:9][C@H:10]3[CH2:14][CH2:13][CH2:12][C@@H:11]3[NH:15][C:37](=[O:39])[C:36]3[CH:40]=[C:32]([CH3:31])[CH:33]=[CH:34][C:35]=3[N:41]3[CH:45]=[CH:44][N:43]=[N:42]3)[S:8][C:4]=2[CH:3]=1, predict the reactants needed to synthesize it. The reactants are: [F:1][C:2]1[CH:30]=[CH:29][C:5]2[N:6]=[C:7]([NH:9][C@H:10]3[CH2:14][CH2:13][CH2:12][C@@H:11]3[NH:15]C(=O)C3C=CC=CC=3N3C=CC=N3)[S:8][C:4]=2[CH:3]=1.[CH3:31][C:32]1[CH:33]=[CH:34][C:35]([N:41]2[CH:45]=[CH:44][N:43]=[N:42]2)=[C:36]([CH:40]=1)[C:37]([OH:39])=O.Cl.FC1C=CC2N=C(N[C@H]3CCC[C@@H]3N)SC=2C=1. (2) Given the product [C:1]([O:5][C:6]([N:8]([C:37]1[N:38]=[CH:39][S:40][CH:41]=1)[S:9]([C:12]1[C:34]([F:35])=[CH:33][C:15]([O:16][C:17]2[CH:22]=[CH:21][C:20]([Cl:23])=[CH:19][C:18]=2[CH2:24][CH2:25][CH2:26][NH:27][CH2:28][C:29]([OH:31])=[O:30])=[C:14]([Cl:36])[CH:13]=1)(=[O:10])=[O:11])=[O:7])([CH3:4])([CH3:2])[CH3:3], predict the reactants needed to synthesize it. The reactants are: [C:1]([O:5][C:6]([N:8]([C:37]1[N:38]=[CH:39][S:40][CH:41]=1)[S:9]([C:12]1[C:34]([F:35])=[CH:33][C:15]([O:16][C:17]2[CH:22]=[CH:21][C:20]([Cl:23])=[CH:19][C:18]=2[CH2:24][CH2:25][CH2:26][NH:27][CH2:28][C:29]([O:31]C)=[O:30])=[C:14]([Cl:36])[CH:13]=1)(=[O:11])=[O:10])=[O:7])([CH3:4])([CH3:3])[CH3:2].O.[OH-].[Li+].Cl. (3) The reactants are: [OH:1][C:2]1[C:11]2[C:6](=[CH:7][CH:8]=[CH:9][CH:10]=2)[C:5]([CH2:12][CH2:13][CH2:14][CH2:15][NH:16][C:17](=[O:26])[O:18][CH2:19][C:20]2[CH:25]=[CH:24][CH:23]=[CH:22][CH:21]=2)=[CH:4][CH:3]=1.[O:27]1[CH2:29][CH:28]1[CH2:30][OH:31]. Given the product [OH:27][CH:28]([CH2:30][OH:31])[CH2:29][O:1][C:2]1[C:11]2[C:6](=[CH:7][CH:8]=[CH:9][CH:10]=2)[C:5]([CH2:12][CH2:13][CH2:14][CH2:15][NH:16][C:17](=[O:26])[O:18][CH2:19][C:20]2[CH:25]=[CH:24][CH:23]=[CH:22][CH:21]=2)=[CH:4][CH:3]=1, predict the reactants needed to synthesize it. (4) Given the product [CH2:17]([N:24]([CH2:25][CH2:26][OH:27])[C:5](=[O:7])[C:4]1[CH:8]=[CH:9][CH:10]=[C:2]([Br:1])[C:3]=1[F:11])[C:18]1[CH:23]=[CH:22][CH:21]=[CH:20][CH:19]=1, predict the reactants needed to synthesize it. The reactants are: [Br:1][C:2]1[C:3]([F:11])=[C:4]([CH:8]=[CH:9][CH:10]=1)[C:5]([OH:7])=O.CN(C)C=O.[CH2:17]([NH:24][CH2:25][CH2:26][OH:27])[C:18]1[CH:23]=[CH:22][CH:21]=[CH:20][CH:19]=1.C(N(CC)CC)C. (5) Given the product [CH2:1]([NH:3][CH:5]1[CH2:11][CH2:10][CH2:9][N:8]([C:12]([O:14][C:15]([CH3:18])([CH3:17])[CH3:16])=[O:13])[CH2:7][CH2:6]1)[CH3:2], predict the reactants needed to synthesize it. The reactants are: [CH2:1]([NH2:3])[CH3:2].O=[C:5]1[CH2:11][CH2:10][CH2:9][N:8]([C:12]([O:14][C:15]([CH3:18])([CH3:17])[CH3:16])=[O:13])[CH2:7][CH2:6]1.C1COCC1.C(O)(=O)C.C(O[BH-](OC(=O)C)OC(=O)C)(=O)C.[Na+].C([O-])(O)=O.[Na+]. (6) The reactants are: I[C:2]1[N:6]2[N:7]=[C:8]([CH3:18])[CH:9]=[C:10]([CH:11]([CH2:15][CH2:16][CH3:17])[CH2:12][CH2:13][CH3:14])[C:5]2=[N:4][C:3]=1[CH3:19].[CH3:20][N:21]1[C:25]([CH3:26])=[C:24](B(O)O)[C:23]([CH3:30])=[N:22]1.C([O-])([O-])=O.[Na+].[Na+].COC.O.C(O)C. Given the product [CH3:19][C:3]1[N:4]=[C:5]2[C:10]([CH:11]([CH2:15][CH2:16][CH3:17])[CH2:12][CH2:13][CH3:14])=[CH:9][C:8]([CH3:18])=[N:7][N:6]2[C:2]=1[C:24]1[C:23]([CH3:30])=[N:22][N:21]([CH3:20])[C:25]=1[CH3:26], predict the reactants needed to synthesize it. (7) The reactants are: [F:1][C:2]1[CH:7]=[CH:6][C:5]([C:8]2[CH:12]=[C:11]([CH:13]3[CH2:18][CH2:17][CH2:16][N:15](C(OC(C)(C)C)=O)[CH2:14]3)[N:10]([C:26]3[N:31]=[CH:30][CH:29]=[CH:28][N:27]=3)[N:9]=2)=[CH:4][CH:3]=1.Cl. Given the product [F:1][C:2]1[CH:3]=[CH:4][C:5]([C:8]2[CH:12]=[C:11]([CH:13]3[CH2:18][CH2:17][CH2:16][NH:15][CH2:14]3)[N:10]([C:26]3[N:27]=[CH:28][CH:29]=[CH:30][N:31]=3)[N:9]=2)=[CH:6][CH:7]=1, predict the reactants needed to synthesize it.